Task: Predict which catalyst facilitates the given reaction.. Dataset: Catalyst prediction with 721,799 reactions and 888 catalyst types from USPTO (1) Reactant: [F:1][CH2:2][CH2:3]Br.[Cl:5][C:6]1[C:11]([F:12])=[CH:10][CH:9]=[C:8]([F:13])[C:7]=1[C:14]1[C:23](=[O:24])[NH:22][C:17]2=[N:18][CH:19]=[CH:20][N:21]=[C:16]2[C:15]=1[O:25][C:26](=[O:31])[C:27]([CH3:30])([CH3:29])[CH3:28].C(=O)([O-])[O-].[K+].[K+].[I-].[K+]. Product: [Cl:5][C:6]1[C:11]([F:12])=[CH:10][CH:9]=[C:8]([F:13])[C:7]=1[C:14]1[C:23](=[O:24])[N:22]([CH2:3][CH2:2][F:1])[C:17]2=[N:18][CH:19]=[CH:20][N:21]=[C:16]2[C:15]=1[O:25][C:26](=[O:31])[C:27]([CH3:28])([CH3:30])[CH3:29]. The catalyst class is: 9. (2) Reactant: [OH:1][C:2]1[CH:7]=[CH:6][C:5]([C:8](=[O:14])[CH2:9][C:10]([O:12][CH3:13])=[O:11])=[CH:4][CH:3]=1.[CH3:15][O:16]/[N:17]=[C:18](/[C:29]1[CH:34]=[CH:33][CH:32]=[CH:31][CH:30]=1)\[CH2:19][O:20][C:21]1[CH:26]=[CH:25][C:24]([CH2:27]O)=[CH:23][CH:22]=1.C(P(CCCC)CCCC)CCC.N(C(N1CCCCC1)=O)=NC(N1CCCCC1)=O. Product: [CH3:15][O:16]/[N:17]=[C:18](/[C:29]1[CH:34]=[CH:33][CH:32]=[CH:31][CH:30]=1)\[CH2:19][O:20][C:21]1[CH:26]=[CH:25][C:24]([CH2:27][O:1][C:2]2[CH:3]=[CH:4][C:5]([C:8](=[O:14])[CH2:9][C:10]([O:12][CH3:13])=[O:11])=[CH:6][CH:7]=2)=[CH:23][CH:22]=1. The catalyst class is: 11. (3) Reactant: [CH2:1]([O:8][C:9]([N:11]1[CH2:16][CH2:15][CH:14]([CH2:17][CH2:18][C:19]([OH:21])=O)[CH2:13][CH2:12]1)=[O:10])[C:2]1[CH:7]=[CH:6][CH:5]=[CH:4][CH:3]=1.CN1CCOCC1.C(OC(Cl)=O)C(C)C.[CH2:37]([O:39][C:40](=[O:56])[CH2:41][CH2:42][NH:43][C:44]([CH:46]1[CH2:55][C:54]2[C:49](=[CH:50][CH:51]=[CH:52][CH:53]=2)[NH:48][CH2:47]1)=[O:45])[CH3:38]. Product: [CH2:37]([O:39][C:40](=[O:56])[CH2:41][CH2:42][NH:43][C:44]([CH:46]1[CH2:55][C:54]2[C:49](=[CH:50][CH:51]=[CH:52][CH:53]=2)[N:48]([C:19](=[O:21])[CH2:18][CH2:17][CH:14]2[CH2:13][CH2:12][N:11]([C:9]([O:8][CH2:1][C:2]3[CH:3]=[CH:4][CH:5]=[CH:6][CH:7]=3)=[O:10])[CH2:16][CH2:15]2)[CH2:47]1)=[O:45])[CH3:38]. The catalyst class is: 782. (4) Reactant: Cl.[NH2:2][NH2:3].[C:4]12[C:12](=[O:13])O[C:9](=[O:10])[C:5]=1[CH2:6][CH2:7][CH2:8]2. Product: [C:9]1(=[O:10])[C:5]2[CH2:6][CH2:7][CH2:8][C:4]=2[C:12](=[O:13])[NH:3][NH:2]1. The catalyst class is: 6. (5) Reactant: [F:1][C:2]([F:15])([F:14])[C:3]1[CH:4]=[C:5]2[C:10](=[CH:11][CH:12]=1)[C:9](=[O:13])[NH:8][CH2:7][CH2:6]2.I[C:17]1[CH:18]=[N:19][CH:20]=[CH:21][C:22]=1[CH3:23].P([O-])([O-])([O-])=O.[K+].[K+].[K+]. Product: [CH3:23][C:22]1[CH:21]=[CH:20][N:19]=[CH:18][C:17]=1[N:8]1[CH2:7][CH2:6][C:5]2[C:10](=[CH:11][CH:12]=[C:3]([C:2]([F:1])([F:14])[F:15])[CH:4]=2)[C:9]1=[O:13]. The catalyst class is: 246.